From a dataset of Forward reaction prediction with 1.9M reactions from USPTO patents (1976-2016). Predict the product of the given reaction. (1) Given the reactants [CH:1]1([N:4]([CH2:12][C:13]2[CH:18]=[C:17]([CH2:19][C:20]#[N:21])[CH:16]=[C:15]([Cl:22])[C:14]=2[Cl:23])[C:5](=[O:11])[O:6][C:7]([CH3:10])([CH3:9])[CH3:8])[CH2:3][CH2:2]1.[BH4-].[Na+], predict the reaction product. The product is: [NH2:21][CH2:20][CH2:19][C:17]1[CH:16]=[C:15]([Cl:22])[C:14]([Cl:23])=[C:13]([CH2:12][N:4]([CH:1]2[CH2:2][CH2:3]2)[C:5](=[O:11])[O:6][C:7]([CH3:10])([CH3:9])[CH3:8])[CH:18]=1. (2) Given the reactants Cl.[C:2]([O:5][C:6]1[CH:7]=[C:8]([CH:23]=[CH:24][C:25]=1[CH3:26])[NH:9][C:10]1[C:19]2[C:14](=[CH:15][C:16]([OH:22])=[C:17]([O:20][CH3:21])[CH:18]=2)[N:13]=[CH:12][N:11]=1)(=[O:4])[CH3:3].C(=O)([O-])[O-].[K+].[K+].Br.Br[CH2:35][C:36]1[CH:41]=[CH:40][N:39]=[CH:38][CH:37]=1, predict the reaction product. The product is: [C:2]([O:5][C:6]1[CH:7]=[C:8]([CH:23]=[CH:24][C:25]=1[CH3:26])[NH:9][C:10]1[C:19]2[C:14](=[CH:15][C:16]([O:22][CH2:35][C:36]3[CH:41]=[CH:40][N:39]=[CH:38][CH:37]=3)=[C:17]([O:20][CH3:21])[CH:18]=2)[N:13]=[CH:12][N:11]=1)(=[O:4])[CH3:3]. (3) Given the reactants [NH2:1][C:2]1[C:3]2[S:15][CH:14]=[C:13]([C:16]3[CH:21]=[CH:20][C:19]([NH:22][C:23]([C:25]4[N:26]([CH3:34])[C:27]5[C:32]([CH:33]=4)=[CH:31][CH:30]=[CH:29][CH:28]=5)=[O:24])=[C:18]([O:35][CH3:36])[CH:17]=3)[C:4]=2[C:5](/[N:8]=C/N(C)C)=[N:6][CH:7]=1.[C:37]1([N:43]=[C:44]=[O:45])[CH:42]=[CH:41][CH:40]=[CH:39][CH:38]=1.C(N)=N, predict the reaction product. The product is: [NH2:8][C:5]1[C:4]2[C:13]([C:16]3[CH:21]=[CH:20][C:19]([NH:22][C:23]([C:25]4[N:26]([CH3:34])[C:27]5[C:32]([CH:33]=4)=[CH:31][CH:30]=[CH:29][CH:28]=5)=[O:24])=[C:18]([O:35][CH3:36])[CH:17]=3)=[CH:14][S:15][C:3]=2[C:2]([NH:1][C:44]([NH:43][C:37]2[CH:42]=[CH:41][CH:40]=[CH:39][CH:38]=2)=[O:45])=[CH:7][N:6]=1. (4) Given the reactants [OH:1][C:2]1[C:11]2[C:6](=[CH:7][C:8]([CH2:12][C:13]3[CH:18]=[CH:17][CH:16]=[CH:15][CH:14]=3)=[CH:9][N:10]=2)[NH:5][C:4](=[O:19])[C:3]=1[C:20]([O:22]CC)=O.[CH:25]1([NH2:29])[CH2:28][CH2:27][CH2:26]1, predict the reaction product. The product is: [CH:25]1([NH:29][C:20]([C:3]2[C:4](=[O:19])[NH:5][C:6]3[C:11]([C:2]=2[OH:1])=[N:10][CH:9]=[C:8]([CH2:12][C:13]2[CH:14]=[CH:15][CH:16]=[CH:17][CH:18]=2)[CH:7]=3)=[O:22])[CH2:28][CH2:27][CH2:26]1. (5) Given the reactants [CH2:1]1[C:10]2[C:5](=[CH:6][CH:7]=[CH:8][CH:9]=2)[CH2:4][CH2:3][N:2]1[CH2:11][CH:12]([OH:36])[CH2:13][NH:14][C:15]([C:17]1[CH:18]=[C:19]([N:23]2[CH2:28][CH2:27][N:26](C(OC(C)(C)C)=O)[CH2:25][CH2:24]2)[CH:20]=[CH:21][CH:22]=1)=[O:16].C(O)(C(F)(F)F)=O, predict the reaction product. The product is: [CH2:1]1[C:10]2[C:5](=[CH:6][CH:7]=[CH:8][CH:9]=2)[CH2:4][CH2:3][N:2]1[CH2:11][CH:12]([OH:36])[CH2:13][NH:14][C:15](=[O:16])[C:17]1[CH:22]=[CH:21][CH:20]=[C:19]([N:23]2[CH2:24][CH2:25][NH:26][CH2:27][CH2:28]2)[CH:18]=1.